From a dataset of Reaction yield outcomes from USPTO patents with 853,638 reactions. Predict the reaction yield, written as a fraction of the theoretical maximum amount of product (1.0 means a 100% yield; for example, 0.34 means a 34% yield). (1) The reactants are [Cl:1][C:2]1[C:3]([C:29]2[CH:30]=[N:31][N:32]3[CH:37]=[CH:36][CH:35]=[CH:34][C:33]=23)=[N:4][C:5]([NH:8][C:9]2[CH:14]=[C:13]([N+:15]([O-])=O)[C:12]([N:18]3[CH2:21][C:20]4([CH2:25][CH2:24][CH2:23][N:22]4[CH3:26])[CH2:19]3)=[CH:11][C:10]=2[O:27][CH3:28])=[N:6][CH:7]=1.[NH4+].[Cl-].O. The catalyst is C(O)C.[Fe]. The product is [Cl:1][C:2]1[C:3]([C:29]2[CH:30]=[N:31][N:32]3[CH:37]=[CH:36][CH:35]=[CH:34][C:33]=23)=[N:4][C:5]([NH:8][C:9]2[CH:14]=[C:13]([NH2:15])[C:12]([N:18]3[CH2:19][C:20]4([CH2:25][CH2:24][CH2:23][N:22]4[CH3:26])[CH2:21]3)=[CH:11][C:10]=2[O:27][CH3:28])=[N:6][CH:7]=1. The yield is 0.340. (2) The reactants are [CH3:1][CH:2]([S:4](Cl)(=[O:6])=[O:5])[CH3:3].[NH2:8][C:9]1[CH:14]=[CH:13][C:12]([C:15]2[C:16]([C:29]3[CH:34]=[CH:33][CH:32]=[CH:31][CH:30]=3)=[N:17][C:18]3[C:23]([N:24]=2)=[CH:22][C:21]([C:25]([O:27][CH3:28])=[O:26])=[CH:20][CH:19]=3)=[CH:11][CH:10]=1.CCN(C(C)C)C(C)C. The yield is 0.870. The product is [C:29]1([C:16]2[C:15]([C:12]3[CH:13]=[CH:14][C:9]([NH:8][S:4]([CH:2]([CH3:3])[CH3:1])(=[O:6])=[O:5])=[CH:10][CH:11]=3)=[N:24][C:23]3[C:18](=[CH:19][CH:20]=[C:21]([C:25]([O:27][CH3:28])=[O:26])[CH:22]=3)[N:17]=2)[CH:30]=[CH:31][CH:32]=[CH:33][CH:34]=1. The catalyst is ClCCl. (3) The reactants are [H-].[Na+].[CH3:3][S:4][C:5]1[CH:10]=[CH:9][CH:8]=[CH:7][C:6]=1[C:11]1[NH:15][CH:14]=[C:13]([CH:16]=[O:17])[CH:12]=1.C1OCCOCCOCCOCCOC1.[N:33]1[CH:38]=[CH:37][CH:36]=[C:35]([S:39](Cl)(=[O:41])=[O:40])[CH:34]=1. The catalyst is O1CCCC1.O. The product is [CH3:3][S:4][C:5]1[CH:10]=[CH:9][CH:8]=[CH:7][C:6]=1[C:11]1[N:15]([S:39]([C:35]2[CH:34]=[N:33][CH:38]=[CH:37][CH:36]=2)(=[O:41])=[O:40])[CH:14]=[C:13]([CH:16]=[O:17])[CH:12]=1. The yield is 0.690. (4) The reactants are [F:1][C:2]1[CH:7]=[CH:6][C:5]([C:8]2[C:16]3[C:11](=[CH:12][CH:13]=C(C#N)[CH:15]=3)[NH:10][N:9]=2)=[CH:4][CH:3]=1.[C:19]([OH:22])(=[O:21])[CH3:20].Cl. The catalyst is O. The product is [F:1][C:2]1[CH:3]=[CH:4][C:5]([C:8]2[C:16]3[C:11](=[CH:12][CH:13]=[C:20]([C:19]([OH:22])=[O:21])[CH:15]=3)[NH:10][N:9]=2)=[CH:6][CH:7]=1. The yield is 0.860. (5) The reactants are [Br:1][C:2]1[CH:3]=[C:4]([NH:13][CH:14]2[CH2:19][CH2:18][CH2:17][CH2:16][CH2:15]2)[C:5]([CH3:12])=[C:6]([CH:11]=1)[C:7]([O:9][CH3:10])=[O:8].[C:20](=O)([O-])[O-].[Cs+].[Cs+].CI. The catalyst is C(#N)C. The product is [Br:1][C:2]1[CH:3]=[C:4]([N:13]([CH:14]2[CH2:19][CH2:18][CH2:17][CH2:16][CH2:15]2)[CH3:20])[C:5]([CH3:12])=[C:6]([CH:11]=1)[C:7]([O:9][CH3:10])=[O:8]. The yield is 0.870.